Dataset: Reaction yield outcomes from USPTO patents with 853,638 reactions. Task: Predict the reaction yield, written as a fraction of the theoretical maximum amount of product (1.0 means a 100% yield; for example, 0.34 means a 34% yield). (1) The reactants are [N+:1]([C:4]1[CH:5]=[C:6]([CH:9]=[CH:10][CH:11]=1)[CH2:7]Cl)([O-:3])=[O:2].[CH3:12][S:13]([O-:15])=[O:14].[Na+]. The catalyst is CN(C=O)C. The product is [CH3:12][S:13]([CH2:7][C:6]1[CH:9]=[CH:10][CH:11]=[C:4]([N+:1]([O-:3])=[O:2])[CH:5]=1)(=[O:15])=[O:14]. The yield is 0.840. (2) The reactants are [Cl:1][C:2]1[CH:3]=[N:4][CH:5]=[C:6]([Cl:9])[C:7]=1[CH3:8].[H-].[Na+].Cl[C:13]1[C:22]2[C:17](=[C:18]([O:27][CH:28]3[CH2:32][CH2:31]CO3)[C:19]([O:23][CH:24]([F:26])[F:25])=[CH:20][CH:21]=2)[CH:16]=[N:15][N:14]=1.CN([CH:36]=[O:37])C. No catalyst specified. The product is [Cl:1][C:2]1[CH:3]=[N:4][CH:5]=[C:6]([Cl:9])[C:7]=1[CH2:8][C:13]1[C:22]2[C:17](=[C:18]([O:27][CH:28]3[CH2:32][CH2:31][O:37][CH2:36]3)[C:19]([O:23][CH:24]([F:25])[F:26])=[CH:20][CH:21]=2)[CH:16]=[N:15][N:14]=1. The yield is 0.435. (3) The product is [C:1]([O:5][C:6](=[O:24])[N:7]([CH2:11][CH2:12][CH2:13][N:14]1[C:18]([NH2:19])=[C:17]([C:20](=[O:22])[NH2:21])[N:16]=[C:15]1[S:43][C:34]1[CH:35]=[CH:36][C:37]2[C:42](=[CH:41][CH:40]=[CH:39][CH:38]=2)[CH:33]=1)[CH:8]([CH3:10])[CH3:9])([CH3:4])([CH3:3])[CH3:2]. No catalyst specified. The yield is 0.580. The reactants are [C:1]([O:5][C:6](=[O:24])[N:7]([CH2:11][CH2:12][CH2:13][N:14]1[C:18]([NH2:19])=[C:17]([C:20](=[O:22])[NH2:21])[N:16]=[C:15]1Br)[CH:8]([CH3:10])[CH3:9])([CH3:4])([CH3:3])[CH3:2].[Li+].[Br-].CC(C)([O-])C.[K+].[CH:33]1[C:42]2[C:37](=[CH:38][CH:39]=[CH:40][CH:41]=2)[CH:36]=[CH:35][C:34]=1[SH:43]. (4) The reactants are [CH2:1]([OH:5])[CH2:2][CH:3]=[CH2:4].N1C=CC=CC=1.[Si:12](Cl)([C:15]([CH3:18])([CH3:17])[CH3:16])([CH3:14])[CH3:13]. The catalyst is C(Cl)Cl. The product is [Si:12]([O:5][CH2:1][CH2:2][CH:3]=[CH2:4])([C:15]([CH3:18])([CH3:17])[CH3:16])([CH3:14])[CH3:13]. The yield is 0.563. (5) The reactants are [CH3:1][O:2][CH2:3][C@H:4]([CH3:26])[O:5][C:6]1[CH:7]=[C:8]([CH:12]=[C:13]([O:15][C:16]2[CH:21]=[CH:20][C:19]([S:22]([CH3:25])(=[O:24])=[O:23])=[CH:18][CH:17]=2)[CH:14]=1)[C:9](O)=O.C1N=CN(C(N2C=NC=C2)=O)C=1.[NH2:39][C:40]1[C:45]([NH2:46])=[CH:44][C:43]([Cl:47])=[CH:42][N:41]=1. The catalyst is C(#N)CCC. The product is [Cl:47][C:43]1[CH:44]=[C:45]2[N:46]=[C:9]([C:8]3[CH:12]=[C:13]([O:15][C:16]4[CH:17]=[CH:18][C:19]([S:22]([CH3:25])(=[O:23])=[O:24])=[CH:20][CH:21]=4)[CH:14]=[C:6]([O:5][C@@H:4]([CH3:26])[CH2:3][O:2][CH3:1])[CH:7]=3)[NH:39][C:40]2=[N:41][CH:42]=1. The yield is 0.370. (6) The reactants are [C:1]([Si:5]([CH3:12])([CH3:11])[O:6][CH2:7][C@@H:8]1[CH2:10][O:9]1)([CH3:4])([CH3:3])[CH3:2].[NH2:13][C:14]1[CH:15]=[CH:16][C:17]2[S:22][CH2:21][C:20](=[O:23])[NH:19][C:18]=2[CH:24]=1. The catalyst is CC#N. The product is [C:1]([Si:5]([CH3:12])([CH3:11])[O:6][CH2:7][C@@H:8]([OH:9])[CH2:10][NH:13][C:14]1[CH:15]=[CH:16][C:17]2[S:22][CH2:21][C:20](=[O:23])[NH:19][C:18]=2[CH:24]=1)([CH3:4])([CH3:3])[CH3:2]. The yield is 0.440.